This data is from Full USPTO retrosynthesis dataset with 1.9M reactions from patents (1976-2016). The task is: Predict the reactants needed to synthesize the given product. (1) Given the product [CH3:9][O:8][C:6]1[CH:5]=[CH:4][C:3]2[C:10]([C:13]3[C:21]4[C:16](=[CH:17][C:18]([O:22][C:23]([F:26])([F:24])[F:25])=[CH:19][CH:20]=4)[N:15]([S:27]([C:30]4[CH:35]=[CH:34][C:33]([CH3:36])=[CH:32][CH:31]=4)(=[O:28])=[O:29])[C:14]=3[CH3:37])=[N:11][O:12][C:2]=2[CH:7]=1, predict the reactants needed to synthesize it. The reactants are: O[C:2]1[CH:7]=[C:6]([O:8][CH3:9])[CH:5]=[CH:4][C:3]=1[C:10]([C:13]1[C:21]2[C:16](=[CH:17][C:18]([O:22][C:23]([F:26])([F:25])[F:24])=[CH:19][CH:20]=2)[N:15]([S:27]([C:30]2[CH:35]=[CH:34][C:33]([CH3:36])=[CH:32][CH:31]=2)(=[O:29])=[O:28])[C:14]=1[CH3:37])=[N:11][OH:12].CC([O-])=O.[Na+].CC(OC(C)=O)=O. (2) The reactants are: Br[CH2:2][CH2:3][CH2:4][CH2:5][O:6][C:7]1[CH:12]=[CH:11][CH:10]=[C:9]([N+:13]([O-:15])=[O:14])[CH:8]=1.[NH:16]([CH2:20][CH2:21][OH:22])[CH2:17][CH2:18][OH:19]. Given the product [OH:19][CH2:18][CH2:17][N:16]([CH2:2][CH2:3][CH2:4][CH2:5][O:6][C:7]1[CH:12]=[CH:11][CH:10]=[C:9]([N+:13]([O-:15])=[O:14])[CH:8]=1)[CH2:20][CH2:21][OH:22], predict the reactants needed to synthesize it. (3) The reactants are: [NH:1]1[C:5]2=[N:6][CH:7]=[CH:8][CH:9]=[C:4]2[C:3]([C:10]([C:12]2[CH:13]=[N:14][C:15]([NH:18][CH2:19][C:20]3[CH:25]=[CH:24][C:23]([C:26]([F:29])([F:28])[F:27])=[CH:22][CH:21]=3)=[CH:16][CH:17]=2)=[O:11])=[CH:2]1.[BH4-].[Na+].O. Given the product [NH:1]1[C:5]2=[N:6][CH:7]=[CH:8][CH:9]=[C:4]2[C:3]([CH:10]([C:12]2[CH:13]=[N:14][C:15]([NH:18][CH2:19][C:20]3[CH:25]=[CH:24][C:23]([C:26]([F:27])([F:29])[F:28])=[CH:22][CH:21]=3)=[CH:16][CH:17]=2)[OH:11])=[CH:2]1, predict the reactants needed to synthesize it. (4) Given the product [CH2:24]([O:26][C:27](=[O:45])[CH:28]([C:30]1[CH:35]=[CH:34][C:33]([C:2]2[CH:7]=[CH:6][C:5]([C:8]3[O:12][N:11]=[C:10]([CH3:13])[C:9]=3[CH2:14][S:15][CH2:16][CH2:17][C:18]3[CH:23]=[CH:22][CH:21]=[CH:20][CH:19]=3)=[CH:4][CH:3]=2)=[CH:32][CH:31]=1)[CH3:29])[CH3:25], predict the reactants needed to synthesize it. The reactants are: Br[C:2]1[CH:7]=[CH:6][C:5]([C:8]2[O:12][N:11]=[C:10]([CH3:13])[C:9]=2[CH2:14][S:15][CH2:16][CH2:17][C:18]2[CH:23]=[CH:22][CH:21]=[CH:20][CH:19]=2)=[CH:4][CH:3]=1.[CH2:24]([O:26][C:27](=[O:45])[CH:28]([C:30]1[CH:35]=[CH:34][C:33](B2OC(C)(C)C(C)(C)O2)=[CH:32][CH:31]=1)[CH3:29])[CH3:25].